This data is from Forward reaction prediction with 1.9M reactions from USPTO patents (1976-2016). The task is: Predict the product of the given reaction. (1) Given the reactants [CH2:1]([OH:13])[CH2:2][CH2:3][CH2:4][CH2:5][CH2:6][CH2:7][CH2:8][CH2:9][CH2:10][CH2:11][CH3:12].CC(C)=O.C(N(CC)CC)C.[CH3:25][S:26](Cl)(=[O:28])=[O:27], predict the reaction product. The product is: [CH3:25][S:26]([O:13][CH2:1][CH2:2][CH2:3][CH2:4][CH2:5][CH2:6][CH2:7][CH2:8][CH2:9][CH2:10][CH2:11][CH3:12])(=[O:28])=[O:27]. (2) Given the reactants [NH2:1][C:2]1[N:7]=[C:6]([C:8]([OH:10])=O)[CH:5]=[C:4]([C:11]2[O:12][CH:13]=[CH:14][CH:15]=2)[N:3]=1.[CH2:16]([NH2:23])[C:17]1[CH:22]=[CH:21][CH:20]=[CH:19][CH:18]=1.CCN=C=NCCCN(C)C.Cl.O, predict the reaction product. The product is: [NH2:1][C:2]1[N:7]=[C:6]([C:8]([NH:23][CH2:16][C:17]2[CH:22]=[CH:21][CH:20]=[CH:19][CH:18]=2)=[O:10])[CH:5]=[C:4]([C:11]2[O:12][CH:13]=[CH:14][CH:15]=2)[N:3]=1. (3) Given the reactants [O:1]=[S:2]1(=[O:37])[C:8]2[CH:9]=[CH:10][CH:11]=[CH:12][C:7]=2[CH2:6][N:5]([C:13]2[CH:22]=[C:21]([NH:23][C:24]3([CH2:28][NH:29]C(=O)C(F)(F)F)[CH2:27][O:26][CH2:25]3)[C:20]3[C:15](=[CH:16][CH:17]=[C:18]([CH3:36])[CH:19]=3)[N:14]=2)[CH2:4][CH2:3]1.N.C[OH:40], predict the reaction product. The product is: [NH2:29][CH2:28][C:24]([NH:23][C:21]1[C:20]2[C:15](=[CH:16][CH:17]=[C:18]([CH3:36])[CH:19]=2)[N:14]=[C:13]([N:5]2[CH2:6][C:7]3[CH:12]=[CH:11][CH:10]=[CH:9][C:8]=3[S:2](=[O:37])(=[O:1])[CH2:3][CH2:4]2)[CH:22]=1)([CH2:25][OH:40])[CH2:27][OH:26]. (4) Given the reactants Cl[C:2]1[N:7]=[CH:6][C:5]([CH2:8][C:9]2[C:18]3[CH:19]=[CH:20][CH:21]=[CH:22][C:17]=3[C:16]3[C:11](=[CH:12][N:13]([C@@H:23]4[CH2:28][CH2:27][CH2:26][CH2:25][C@H:24]4[OH:29])[CH2:14][N:15]=3)[CH:10]=2)=[CH:4][CH:3]=1.C(=O)([O-])[O-:31].[Cs+].[Cs+].[CH3:36][N:37]1[CH:41]=[C:40](B2OC(C)(C)C(C)(C)O2)[CH:39]=[N:38]1, predict the reaction product. The product is: [OH:29][C@@H:24]1[CH2:25][CH2:26][CH2:27][CH2:28][C@H:23]1[N:13]1[C:12](=[O:31])[C:11]2[C:16](=[C:17]3[CH:22]=[CH:21][CH:20]=[CH:19][C:18]3=[C:9]([CH2:8][C:5]3[CH:6]=[N:7][C:2]([C:40]4[CH:39]=[N:38][N:37]([CH3:36])[CH:41]=4)=[CH:3][CH:4]=3)[CH:10]=2)[N:15]=[CH:14]1. (5) Given the reactants [C:1]([O:5][C:6](=[O:20])[CH2:7][N:8]1[C:13](=[O:14])[C:12]2[N:15]=[CH:16][CH:17]=[CH:18][C:11]=2[NH:10][C:9]1=[O:19])([CH3:4])([CH3:3])[CH3:2].Br[CH2:22][C:23]([NH:25][C:26]1[CH:31]=[C:30]([Cl:32])[C:29]([O:33][CH3:34])=[CH:28][C:27]=1[O:35][CH3:36])=[O:24].C([O-])([O-])=O.[Cs+].[Cs+].CN(C=O)C, predict the reaction product. The product is: [C:1]([O:5][C:6](=[O:20])[CH2:7][N:8]1[C:13](=[O:14])[C:12]2[N:15]=[CH:16][CH:17]=[CH:18][C:11]=2[N:10]([CH2:22][C:23](=[O:24])[NH:25][C:26]2[CH:31]=[C:30]([Cl:32])[C:29]([O:33][CH3:34])=[CH:28][C:27]=2[O:35][CH3:36])[C:9]1=[O:19])([CH3:4])([CH3:2])[CH3:3]. (6) Given the reactants N1C=CN=N1.[N-]=[N+]=[N-].ClC1N=[C:17]2[C:13](NC=N2)=[C:12](Cl)N=1.C(N)C1C=CC=CC=1.[Cl:28][C:29]1[N:37]=[C:36]2[C:32]([NH:33][CH:34]=[N:35]2)=[C:31]([NH:38][CH2:39][C:40]2[CH:45]=[CH:44][CH:43]=[CH:42][CH:41]=2)[N:30]=1.C(Br)C#C, predict the reaction product. The product is: [Cl:28][C:29]1[N:37]=[C:36]2[C:32]([N:33]=[CH:34][N:35]2[CH2:17][C:13]#[CH:12])=[C:31]([NH:38][CH2:39][C:40]2[CH:41]=[CH:42][CH:43]=[CH:44][CH:45]=2)[N:30]=1. (7) Given the reactants Br[C:2]1[C:10]2[C:9]([NH:11][C@H:12]([C:14]3[N:19]([C:20]4[CH:25]=[CH:24][CH:23]=[CH:22][CH:21]=4)[C:18](=[O:26])[C:17]4=[C:27]([CH3:30])[CH:28]=[CH:29][N:16]4[N:15]=3)[CH3:13])=[N:8][CH:7]=[N:6][C:5]=2[N:4]([CH2:31][O:32][CH2:33][CH2:34][Si:35]([CH3:38])([CH3:37])[CH3:36])[CH:3]=1.CC1(C)C(C)(C)OB([C:47]2[CH:55]=[CH:54][CH:53]=[C:52]3[C:48]=2[CH:49]=[CH:50][NH:51]3)O1.C(=O)([O-])[O-].[Na+].[Na+], predict the reaction product. The product is: [NH:51]1[C:52]2[C:48](=[C:47]([C:2]3[C:10]4[C:9]([NH:11][C@H:12]([C:14]5[N:19]([C:20]6[CH:25]=[CH:24][CH:23]=[CH:22][CH:21]=6)[C:18](=[O:26])[C:17]6=[C:27]([CH3:30])[CH:28]=[CH:29][N:16]6[N:15]=5)[CH3:13])=[N:8][CH:7]=[N:6][C:5]=4[N:4]([CH2:31][O:32][CH2:33][CH2:34][Si:35]([CH3:38])([CH3:37])[CH3:36])[CH:3]=3)[CH:55]=[CH:54][CH:53]=2)[CH:49]=[CH:50]1. (8) Given the reactants Br[CH2:2][C:3]1[CH:8]=[CH:7][C:6]([C:9]2[O:10][C:11]3[CH:17]=[CH:16][CH:15]=[CH:14][C:12]=3[N:13]=2)=[CH:5][C:4]=1[C:18]([F:21])([F:20])[F:19].[C:22]([Si](C)(C)C)#[N:23].CCCC[N+](CCCC)(CCCC)CCCC.[F-], predict the reaction product. The product is: [O:10]1[C:11]2[CH:17]=[CH:16][CH:15]=[CH:14][C:12]=2[N:13]=[C:9]1[C:6]1[CH:7]=[CH:8][C:3]([CH2:2][C:22]#[N:23])=[C:4]([C:18]([F:21])([F:20])[F:19])[CH:5]=1. (9) Given the reactants [CH3:1][O:2][C:3]1[CH:4]=[C:5]2[C:9](=[CH:10][C:11]=1[O:12][CH3:13])[C:8](=[O:14])[C:7](=[CH:15][C:16]1[CH:21]=[CH:20][N:19]=[CH:18][CH:17]=1)[CH2:6]2, predict the reaction product. The product is: [CH3:1][O:2][C:3]1[CH:4]=[C:5]2[C:9](=[CH:10][C:11]=1[O:12][CH3:13])[C:8](=[O:14])[CH:7]([CH2:15][C:16]1[CH:21]=[CH:20][N:19]=[CH:18][CH:17]=1)[CH2:6]2. (10) Given the reactants [CH:1](NC(C)C)(C)[CH3:2].C([Li])CCC.[CH2:13]([CH:15]1[CH2:19][CH:18]([CH3:20])[N:17]([CH2:21][C:22]2[CH:27]=[CH:26][C:25]([O:28][CH3:29])=[CH:24][CH:23]=2)[C:16]1=[O:30])[CH3:14].ICC.[Cl-].[NH4+], predict the reaction product. The product is: [CH2:13]([C:15]1([CH2:1][CH3:2])[CH2:19][CH:18]([CH3:20])[N:17]([CH2:21][C:22]2[CH:23]=[CH:24][C:25]([O:28][CH3:29])=[CH:26][CH:27]=2)[C:16]1=[O:30])[CH3:14].